Dataset: Reaction yield outcomes from USPTO patents with 853,638 reactions. Task: Predict the reaction yield, written as a fraction of the theoretical maximum amount of product (1.0 means a 100% yield; for example, 0.34 means a 34% yield). The reactants are [F:1][C:2]1[CH:7]=[CH:6][C:5]([C:8]([F:11])([F:10])[F:9])=[CH:4][C:3]=1[N:12]=[C:13]=[O:14].[NH2:15][C:16]1[CH:34]=[CH:33][C:19]([O:20][C:21]2[C:30]3[N:29]=[C:28]([CH3:31])[C:27](=[O:32])[NH:26][C:25]=3[N:24]=[CH:23][CH:22]=2)=[CH:18][C:17]=1[F:35]. No catalyst specified. The product is [F:35][C:17]1[CH:18]=[C:19]([O:20][C:21]2[C:30]3[N:29]=[C:28]([CH3:31])[C:27](=[O:32])[NH:26][C:25]=3[N:24]=[CH:23][CH:22]=2)[CH:33]=[CH:34][C:16]=1[NH:15][C:13]([NH:12][C:3]1[CH:4]=[C:5]([C:8]([F:11])([F:10])[F:9])[CH:6]=[CH:7][C:2]=1[F:1])=[O:14]. The yield is 0.810.